This data is from Retrosynthesis with 50K atom-mapped reactions and 10 reaction types from USPTO. The task is: Predict the reactants needed to synthesize the given product. Given the product CCc1ccc(Br)cc1OCCCOC, predict the reactants needed to synthesize it. The reactants are: COCCCOc1cc(Br)ccc1C(C)=O.